From a dataset of Full USPTO retrosynthesis dataset with 1.9M reactions from patents (1976-2016). Predict the reactants needed to synthesize the given product. Given the product [CH3:42][O:41][CH2:40][CH2:39][O:38][C:36]1[CH:35]=[C:8]([CH2:9][N:10]2[C:18]3[C:13](=[CH:14][CH:15]=[CH:16][CH:17]=3)[C:12]([NH:19][C:20]3[CH:21]=[CH:22][C:23]([C:26]([CH3:27])([CH3:28])[CH3:29])=[CH:24][CH:25]=3)=[C:11]2[C:30]([OH:32])=[O:31])[CH:7]=[C:6]([O:5][CH2:4][CH2:3][O:2][CH3:1])[CH:37]=1, predict the reactants needed to synthesize it. The reactants are: [CH3:1][O:2][CH2:3][CH2:4][O:5][C:6]1[CH:7]=[C:8]([CH:35]=[C:36]([O:38][CH2:39][CH2:40][O:41][CH3:42])[CH:37]=1)[CH2:9][N:10]1[C:18]2[C:13](=[CH:14][CH:15]=[CH:16][CH:17]=2)[C:12]([NH:19][C:20]2[CH:25]=[CH:24][C:23]([C:26]([CH3:29])([CH3:28])[CH3:27])=[CH:22][CH:21]=2)=[C:11]1[C:30]([O:32]CC)=[O:31].[OH-].[Na+].Cl.